Dataset: Reaction yield outcomes from USPTO patents with 853,638 reactions. Task: Predict the reaction yield, written as a fraction of the theoretical maximum amount of product (1.0 means a 100% yield; for example, 0.34 means a 34% yield). (1) The reactants are Cl[C:2]1[N:11]=[C:10]([NH:12][CH2:13][C:14]([C:22]2[CH:27]=[CH:26][CH:25]=[CH:24][CH:23]=2)([C:16]2[CH:21]=[CH:20][CH:19]=[CH:18][CH:17]=2)[OH:15])[C:9]2[C:4](=[CH:5][CH:6]=[CH:7][CH:8]=2)[N:3]=1.[CH3:28][C:29]1[C:34](B(O)O)=[CH:33][N:32]2[CH:38]=[CH:39][N:40]=[C:31]2[CH:30]=1.C(NC1C2C(=CC=CC=2)N=C(C2SC3C=CC=CC=3C=2)N=1)(C1C=CC=CC=1)C1C=CC=CC=1. The catalyst is C(Cl)(Cl)Cl.CO. The product is [CH3:28][C:29]1[C:34]([C:2]2[N:11]=[C:10]([NH:12][CH2:13][C:14]([C:22]3[CH:27]=[CH:26][CH:25]=[CH:24][CH:23]=3)([C:16]3[CH:21]=[CH:20][CH:19]=[CH:18][CH:17]=3)[OH:15])[C:9]3[C:4](=[CH:5][CH:6]=[CH:7][CH:8]=3)[N:3]=2)=[CH:33][N:32]2[CH:38]=[CH:39][N:40]=[C:31]2[CH:30]=1. The yield is 0.430. (2) The reactants are [CH2:1]([N:3]1[CH2:8][CH2:7][C:6](=[CH2:9])[CH2:5][CH2:4]1)[CH3:2].C12BC(CCC1)CCC2.[C:19]1([S:25]([N:28]2[C:32]3[CH:33]=[N:34][C:35]([C:38]#[N:39])=[C:36](Br)[C:31]=3[C:30]3[CH:40]=[CH:41][CH:42]=[N:43][C:29]2=3)(=[O:27])=[O:26])[CH:24]=[CH:23][CH:22]=[CH:21][CH:20]=1.C(=O)([O-])[O-].[K+].[K+]. The catalyst is O.CN(C)C=O.Cl[Pd]Cl.C1(P([C-]2C=CC=C2)C2C=CC=CC=2)C=CC=CC=1.[C-]1(P(C2C=CC=CC=2)C2C=CC=CC=2)C=CC=C1.[Fe+2]. The product is [C:19]1([S:25]([N:28]2[C:32]3[CH:33]=[N:34][C:35]([C:38]#[N:39])=[C:36]([CH2:9][CH:6]4[CH2:7][CH2:8][N:3]([CH2:1][CH3:2])[CH2:4][CH2:5]4)[C:31]=3[C:30]3[CH:40]=[CH:41][CH:42]=[N:43][C:29]2=3)(=[O:27])=[O:26])[CH:20]=[CH:21][CH:22]=[CH:23][CH:24]=1. The yield is 0.430. (3) The reactants are [C:1]([O:5][C:6]([NH:8][CH2:9][C:10]1[C:14]2[CH2:15][CH2:16][CH2:17][C:13]=2[N:12]([C:18]2[CH:26]=[CH:25][C:21]([C:22]([OH:24])=O)=[CH:20][C:19]=2[C:27]([F:30])([F:29])[F:28])[N:11]=1)=[O:7])([CH3:4])([CH3:3])[CH3:2].C[N:32](C(ON1N=NC2C=CC=CC1=2)=[N+](C)C)C.[B-](F)(F)(F)F.CN1CCOCC1.[Cl:60][C:61]1[CH:72]=[CH:71][C:64]2[NH:65][C:66]([CH2:68][CH2:69]N)=[N:67][C:63]=2[CH:62]=1.ClCCl.CO.N.ClCl. The catalyst is CN1CCCC1. The product is [C:1]([O:5][C:6]([NH:8][CH2:9][C:10]1[C:14]2[CH2:15][CH2:16][CH2:17][C:13]=2[N:12]([C:18]2[CH:26]=[CH:25][C:21]([C:22]([NH:32][C@H:68]([C:66]3[NH:65][C:64]4[CH:71]=[CH:72][C:61]([Cl:60])=[CH:62][C:63]=4[N:67]=3)[CH3:69])=[O:24])=[CH:20][C:19]=2[C:27]([F:30])([F:29])[F:28])[N:11]=1)=[O:7])([CH3:2])([CH3:4])[CH3:3]. The yield is 0.300. (4) The reactants are C([O:4][CH2:5][C:6]1[N:7]=[C:8]([Br:12])[S:9][C:10]=1[CH3:11])(=O)C.[OH-].[Na+].Cl. The catalyst is C(O)C.O1CCCC1. The product is [Br:12][C:8]1[S:9][C:10]([CH3:11])=[C:6]([CH2:5][OH:4])[N:7]=1. The yield is 0.590. (5) The reactants are [NH2:1][N:2]1[CH:7]=[CH:6][CH:5]=[C:4]([CH3:8])[C:3]1=[NH2+:9].CC1C=C(C)C=C(C)C=1S([O-])(=O)=O.[Cl:23][CH2:24][C:25](OC)=O.C(=O)([O-])[O-].[K+].[K+]. The catalyst is CCO. The product is [Cl:23][CH2:24][C:25]1[N:9]=[C:3]2[C:4]([CH3:8])=[CH:5][CH:6]=[CH:7][N:2]2[N:1]=1. The yield is 0.270. (6) The reactants are [CH3:1][C:2]1[CH:3]=[C:4]2[C:9](=[CH:10][CH:11]=1)[NH:8][C:7](=[O:12])[C:6]([C:13]#[N:14])=[C:5]2[N:15]1[CH2:20][CH2:19][N:18]([C:21]([C:23]2[S:24][CH:25]=[CH:26][CH:27]=2)=[O:22])[CH2:17][CH2:16]1.Cl.Cl[CH2:30][CH2:31][N:32]1[CH2:36][CH2:35][CH2:34][CH2:33]1.C(=O)([O-])[O-].[K+].[K+]. The catalyst is CN(C=O)C. The product is [CH3:1][C:2]1[CH:3]=[C:4]2[C:9](=[CH:10][CH:11]=1)[N:8]([CH2:30][CH2:31][N:32]1[CH2:36][CH2:35][CH2:34][CH2:33]1)[C:7](=[O:12])[C:6]([C:13]#[N:14])=[C:5]2[N:15]1[CH2:16][CH2:17][N:18]([C:21]([C:23]2[S:24][CH:25]=[CH:26][CH:27]=2)=[O:22])[CH2:19][CH2:20]1. The yield is 0.190. (7) The reactants are ClCC[CH2:4][C:5]1(O)[CH:10]=[CH:9][C:8]([CH:11]=O)=[CH:7][CH2:6]1.[OH-:14].[Na+].S(=O)(=O)(O)O.C([O:24][CH2:25][CH3:26])(=O)C. No catalyst specified. The product is [CH:9]1([C:10]([C:5]2[CH:4]=[CH:26][C:25]([OH:24])=[CH:7][CH:6]=2)=[O:14])[CH2:8][CH2:11]1. The yield is 0.860. (8) The reactants are [CH:1]([C:4]1[CH:9]=[CH:8][C:7]([C:10]2(O)[C:14]3[C:15]([CH3:37])=[C:16]([N:21]4[CH2:26][CH2:25][CH:24]([C:27]5[CH:32]=[CH:31][C:30]([O:33][CH3:34])=[C:29]([O:35][CH3:36])[CH:28]=5)[CH2:23][CH2:22]4)[C:17]([CH3:20])=[C:18]([CH3:19])[C:13]=3[O:12][C:11]2([CH3:39])[CH3:38])=[CH:6][CH:5]=1)([CH3:3])[CH3:2]. The catalyst is CCCCCC.CO. The product is [CH:1]([C:4]1[CH:9]=[CH:8][C:7]([CH:10]2[C:14]3[C:15]([CH3:37])=[C:16]([N:21]4[CH2:22][CH2:23][CH:24]([C:27]5[CH:32]=[CH:31][C:30]([O:33][CH3:34])=[C:29]([O:35][CH3:36])[CH:28]=5)[CH2:25][CH2:26]4)[C:17]([CH3:20])=[C:18]([CH3:19])[C:13]=3[O:12][C:11]2([CH3:39])[CH3:38])=[CH:6][CH:5]=1)([CH3:3])[CH3:2]. The yield is 0.900. (9) The reactants are [CH2:1]([N:4]([C:43]([O:45][CH2:46][C:47]1[CH:52]=[CH:51][CH:50]=[CH:49][CH:48]=1)=[O:44])[C:5]1[C:10](=[O:11])[N:9]2[C@@H:12]([C:20](=[O:42])[NH:21][CH2:22][C:23]3[CH:28]=[CH:27][C:26]([C:29]([NH:31][C:32]([O:34][CH2:35][C:36]4[CH:41]=[CH:40][CH:39]=[CH:38][CH:37]=4)=[O:33])=[NH:30])=[CH:25][CH:24]=3)[CH2:13][C@:14]([CH2:16][C:17](O)=[O:18])([CH3:15])[C:8]2=[N:7][CH:6]=1)[CH:2]=[CH2:3].[NH:53]1[CH2:58][CH2:57][CH2:56][CH2:55][CH2:54]1. No catalyst specified. The product is [CH2:46]([O:45][C:43](=[O:44])[N:4]([CH2:1][CH:2]=[CH2:3])[C:5]1[C:10](=[O:11])[N:9]2[C@@H:12]([C:20](=[O:42])[NH:21][CH2:22][C:23]3[CH:24]=[CH:25][C:26]([C:29]([NH:31][C:32]([O:34][CH2:35][C:36]4[CH:37]=[CH:38][CH:39]=[CH:40][CH:41]=4)=[O:33])=[NH:30])=[CH:27][CH:28]=3)[CH2:13][C@@:14]([CH3:15])([CH2:16][C:17](=[O:18])[N:53]3[CH2:58][CH2:57][CH2:56][CH2:55][CH2:54]3)[C:8]2=[N:7][CH:6]=1)[C:47]1[CH:48]=[CH:49][CH:50]=[CH:51][CH:52]=1. The yield is 0.710.